Predict the reaction yield, written as a fraction of the theoretical maximum amount of product (1.0 means a 100% yield; for example, 0.34 means a 34% yield). From a dataset of Reaction yield outcomes from USPTO patents with 853,638 reactions. The reactants are C(OC(C1(S(C2C=CC(C3C=NC(CCCC(F)(F)F)=CN=3)=CC=2)(=O)=O)CCOCC1)=O)(C)(C)C.[ClH:36].[OH:37][NH:38][C:39]([C:41]1([S:47]([C:50]2[CH:55]=[CH:54][C:53]([C:56]3[CH:61]=[N:60][C:59]([CH2:62][CH2:63][C:64]([F:70])([F:69])[C:65](F)(F)F)=[CH:58][N:57]=3)=[CH:52][CH:51]=2)(=[O:49])=[O:48])[CH2:46][CH2:45][O:44][CH2:43][CH2:42]1)=[O:40].I.ICCC(=O)C.COCCN(S(F)(F)F)CCOC.C([O-])(O)=O.[Na+]. The catalyst is C(O)C.ClCCl. The product is [ClH:36].[F:70][C:64]([F:69])([CH3:65])[CH2:63][CH2:62][C:59]1[N:60]=[CH:61][C:56]([C:53]2[CH:54]=[CH:55][C:50]([S:47]([C:41]3([C:39]([NH:38][OH:37])=[O:40])[CH2:42][CH2:43][O:44][CH2:45][CH2:46]3)(=[O:49])=[O:48])=[CH:51][CH:52]=2)=[N:57][CH:58]=1. The yield is 0.270.